This data is from Forward reaction prediction with 1.9M reactions from USPTO patents (1976-2016). The task is: Predict the product of the given reaction. (1) Given the reactants [F:1][C:2]1[CH:7]=[C:6]([I:8])[CH:5]=[CH:4][C:3]=1[NH:9][C:10]1[N:14]2[CH:15]=[N:16][CH:17]=[CH:18][C:13]2=[CH:12][C:11]=1[C:19]([OH:21])=O.[CH:22]([O:24][CH2:25][CH2:26][O:27][NH2:28])=[CH2:23].C1C=CC2N(O)N=NC=2C=1.CCN=C=NCCCN(C)C.Cl.CCN(C(C)C)C(C)C, predict the reaction product. The product is: [CH:22]([O:24][CH2:25][CH2:26][O:27][NH:28][C:19]([C:11]1[CH:12]=[C:13]2[CH:18]=[CH:17][N:16]=[CH:15][N:14]2[C:10]=1[NH:9][C:3]1[CH:4]=[CH:5][C:6]([I:8])=[CH:7][C:2]=1[F:1])=[O:21])=[CH2:23]. (2) Given the reactants [Cl:1][C:2]1[CH:3]=[CH:4][C:5]([O:21][CH3:22])=[C:6]([C:8]2[N:12]([CH2:13][CH2:14][CH:15]([CH3:17])[CH3:16])[N:11]=[CH:10][C:9]=2[N+:18]([O-])=O)[CH:7]=1.[Cl-].[NH4+], predict the reaction product. The product is: [Cl:1][C:2]1[CH:3]=[CH:4][C:5]([O:21][CH3:22])=[C:6]([C:8]2[N:12]([CH2:13][CH2:14][CH:15]([CH3:17])[CH3:16])[N:11]=[CH:10][C:9]=2[NH2:18])[CH:7]=1. (3) Given the reactants [CH3:1][C@@H:2]1[CH2:7][CH2:6][C@@H:5]([O:8]C(C2C=CC([N+]([O-])=O)=CC=2)=O)[CH2:4][N:3]1[C:20]([O:22][CH2:23][C:24]1[CH:29]=[CH:28][CH:27]=[CH:26][CH:25]=1)=[O:21].[OH-].[Na+].O, predict the reaction product. The product is: [OH:8][C@H:5]1[CH2:4][N:3]([C:20]([O:22][CH2:23][C:24]2[CH:29]=[CH:28][CH:27]=[CH:26][CH:25]=2)=[O:21])[C@H:2]([CH3:1])[CH2:7][CH2:6]1.